This data is from Retrosynthesis with 50K atom-mapped reactions and 10 reaction types from USPTO. The task is: Predict the reactants needed to synthesize the given product. (1) Given the product CCOC(=O)CCC(Cc1ccc2ccccc2c1)N(C)C(=O)c1cc(C(F)(F)F)cc(C(F)(F)F)c1, predict the reactants needed to synthesize it. The reactants are: CCOC(=O)C=CC(Cc1ccc2ccccc2c1)N(C)C(=O)c1cc(C(F)(F)F)cc(C(F)(F)F)c1. (2) Given the product Cc1ccccc1C(/N=C/c1ccccn1)c1ccccc1C, predict the reactants needed to synthesize it. The reactants are: Cc1ccccc1C(N)c1ccccc1C.O=Cc1ccccn1.